Task: Predict the reaction yield, written as a fraction of the theoretical maximum amount of product (1.0 means a 100% yield; for example, 0.34 means a 34% yield).. Dataset: Reaction yield outcomes from USPTO patents with 853,638 reactions (1) The reactants are Br[CH2:2][C:3]1[C:12]2[C:7](=[CH:8][CH:9]=[CH:10][CH:11]=2)[C:6]([C:13]([NH:15][C:16]2[C:17]([C:22]([NH:24][CH2:25][CH:26]3[CH2:31][CH2:30][O:29][CH2:28][CH2:27]3)=[O:23])=[N:18][CH:19]=[CH:20][CH:21]=2)=[O:14])=[CH:5][CH:4]=1.[N:32]1[C:40]2[C:35](=[N:36][CH:37]=[CH:38][CH:39]=2)[N:34]([OH:41])[N:33]=1. No catalyst specified. The product is [O:29]1[CH2:30][CH2:31][CH:26]([CH2:25][NH:24][C:22]([C:17]2[C:16]([NH:15][C:13]([C:6]3[C:7]4[C:12](=[CH:11][CH:10]=[CH:9][CH:8]=4)[C:3]([CH2:2][O:41][N:34]4[C:35]5=[N:36][CH:37]=[CH:38][CH:39]=[C:40]5[N:32]=[N:33]4)=[CH:4][CH:5]=3)=[O:14])=[CH:21][CH:20]=[CH:19][N:18]=2)=[O:23])[CH2:27][CH2:28]1. The yield is 0.380. (2) The reactants are [OH:1][C:2]1[CH:3]=[C:4]2[C:9](=[CH:10][CH:11]=1)[C:8](=[O:12])[CH2:7][CH2:6][C:5]2([CH3:14])[CH3:13].[F:15][C:16]([F:29])([F:28])[S:17](O[S:17]([C:16]([F:29])([F:28])[F:15])(=[O:19])=[O:18])(=[O:19])=[O:18]. The catalyst is N1C=CC=CC=1. The product is [F:15][C:16]([F:29])([F:28])[S:17]([O:1][C:2]1[CH:11]=[CH:10][C:9]2[C:8](=[O:12])[CH2:7][CH2:6][C:5]([CH3:14])([CH3:13])[C:4]=2[CH:3]=1)(=[O:19])=[O:18]. The yield is 0.900. (3) The reactants are Br[CH2:2][C:3]1[CH:12]=[CH:11][C:6]([C:7]([O:9][CH3:10])=[O:8])=[CH:5][CH:4]=1.[NH2:13][C:14]1[CH:19]=[CH:18][CH:17]=[CH:16][CH:15]=1.C(=O)([O-])[O-].[K+].[K+]. The catalyst is CN(C=O)C.O. The product is [C:14]1([NH:13][CH2:2][C:3]2[CH:12]=[CH:11][C:6]([C:7]([O:9][CH3:10])=[O:8])=[CH:5][CH:4]=2)[CH:19]=[CH:18][CH:17]=[CH:16][CH:15]=1. The yield is 0.850. (4) The reactants are [H-].[Na+].[O:3]1[C:7]2([CH2:12][CH2:11][CH:10]([C:13]3[C:21]4[C:16](=[CH:17][CH:18]=[C:19]([C:22]#[N:23])[CH:20]=4)[NH:15][CH:14]=3)[CH2:9][CH2:8]2)[O:6][CH2:5][CH2:4]1.[CH2:24](Br)[CH3:25]. The catalyst is CN(C)C=O. The product is [O:6]1[C:7]2([CH2:12][CH2:11][CH:10]([C:13]3[C:21]4[C:16](=[CH:17][CH:18]=[C:19]([C:22]#[N:23])[CH:20]=4)[N:15]([CH2:24][CH3:25])[CH:14]=3)[CH2:9][CH2:8]2)[O:3][CH2:4][CH2:5]1. The yield is 0.690. (5) The reactants are [N:1]12[CH2:8][CH2:7][CH:4]([CH2:5][CH2:6]1)[CH:3]([O:9][C:10](=[O:22])[NH:11][C:12]([C:15]1[CH:20]=[CH:19][CH:18]=[C:17](Br)[CH:16]=1)([CH3:14])[CH3:13])[CH2:2]2.[CH3:23][CH:24]([CH3:29])[CH2:25]B(O)O. The product is [N:1]12[CH2:8][CH2:7][CH:4]([CH2:5][CH2:6]1)[CH:3]([O:9][C:10](=[O:22])[NH:11][C:12]([C:15]1[CH:20]=[CH:19][CH:18]=[C:17]([CH2:23][CH:24]([CH3:29])[CH3:25])[CH:16]=1)([CH3:14])[CH3:13])[CH2:2]2. The yield is 0.710. The catalyst is C([O-])(=O)C.[Pd+2].C([O-])(=O)C. (6) The reactants are [N:1]1([C:7]([O:9][C:10]([CH3:13])([CH3:12])[CH3:11])=[O:8])[CH2:6][CH2:5][NH:4][CH2:3][CH2:2]1.[C:14]([O:20][CH2:21][CH3:22])(=[O:19])[CH2:15][C:16]([CH3:18])=O.[BH-](OC(C)=O)(OC(C)=O)OC(C)=O.[Na+]. The catalyst is C(Cl)Cl. The product is [CH2:21]([O:20][C:14](=[O:19])[CH2:15][CH:16]([N:4]1[CH2:5][CH2:6][N:1]([C:7]([O:9][C:10]([CH3:13])([CH3:12])[CH3:11])=[O:8])[CH2:2][CH2:3]1)[CH3:18])[CH3:22]. The yield is 0.630. (7) The reactants are [ClH:1].[CH2:2]([C:5]1[N:6]=[C:7]([NH2:10])[NH:8][CH:9]=1)[C:3]#[CH:4].[N:11]([CH2:14][C:15]1[CH:19]=[CH:18][S:17][CH:16]=1)=[N+:12]=[N-:13]. No catalyst specified. The product is [ClH:1].[S:17]1[CH:18]=[CH:19][C:15]([CH2:14][N:11]2[CH:4]=[C:3]([CH2:2][C:5]3[N:6]=[C:7]([NH2:10])[NH:8][CH:9]=3)[N:13]=[N:12]2)=[CH:16]1. The yield is 0.440. (8) The reactants are [C:1]([O:5][C:6]1[CH:11]=[CH:10][C:9]([P:12]([O:23][CH2:24][CH3:25])([CH2:14][P:15]([O:20][CH2:21][CH3:22])([O:17][CH2:18][CH3:19])=[O:16])=[O:13])=[CH:8][C:7]=1[C:26]([CH3:39])([CH3:38])[CH2:27][C:28]([O:30]CC1C=CC=CC=1)=[O:29])(=[O:4])[CH2:2][CH3:3]. The catalyst is CO.[Pd]. The product is [C:1]([O:5][C:6]1[CH:11]=[CH:10][C:9]([P:12]([O:23][CH2:24][CH3:25])([CH2:14][P:15]([O:17][CH2:18][CH3:19])([O:20][CH2:21][CH3:22])=[O:16])=[O:13])=[CH:8][C:7]=1[C:26]([CH3:39])([CH3:38])[CH2:27][C:28]([OH:30])=[O:29])(=[O:4])[CH2:2][CH3:3]. The yield is 0.920.